This data is from Catalyst prediction with 721,799 reactions and 888 catalyst types from USPTO. The task is: Predict which catalyst facilitates the given reaction. (1) Reactant: Cl.[NH2:2][OH:3].[CH3:4][O:5][CH2:6][CH2:7][O:8][C:9]1[CH:14]=[CH:13][C:12]([C:15](=O)[CH2:16][CH3:17])=[CH:11][CH:10]=1.N1C=CC=CC=1. Product: [CH3:4][O:5][CH2:6][CH2:7][O:8][C:9]1[CH:14]=[CH:13][C:12]([C:15](=[N:2][OH:3])[CH2:16][CH3:17])=[CH:11][CH:10]=1. The catalyst class is: 8. (2) Reactant: [CH:1]1[C:15]2=[C:16]3[C:8]([C:9]4[C:14]2=[CH:13][CH:12]=[CH:11][CH:10]=4)=[CH:7][CH:6]=[CH:5][C:4]3=[C:3](B(O)O)[CH:2]=1.[Br:20][C:21]1[CH:26]=[CH:25][C:24](I)=[CH:23][CH:22]=1.C(=O)([O-])[O-].[Na+].[Na+]. Product: [Br:20][C:21]1[CH:26]=[CH:25][C:24]([C:5]2[CH:6]=[CH:7][C:8]3[C:9]4[C:14]([C:15]5[C:16]=3[C:4]=2[CH:3]=[CH:2][CH:1]=5)=[CH:13][CH:12]=[CH:11][CH:10]=4)=[CH:23][CH:22]=1. The catalyst class is: 206. (3) Reactant: C(Cl)(C(Cl)=O)=O.CN(C=O)C.[NH2:12][C:13]1[CH:21]=[CH:20][C:16]([C:17]([OH:19])=O)=[CH:15][N:14]=1.N1C=CC=CC=1.[NH:28]1[CH2:33][CH2:32][O:31][CH2:30][CH2:29]1.NCCN. Product: [NH2:12][C:13]1[N:14]=[CH:15][C:16]([C:17]([N:28]2[CH2:33][CH2:32][O:31][CH2:30][CH2:29]2)=[O:19])=[CH:20][CH:21]=1. The catalyst class is: 2. (4) Reactant: [F:1][C:2]1[N:7]=[CH:6][C:5]([OH:8])=[CH:4][CH:3]=1.[CH3:9][O:10][CH2:11][CH2:12]Br.C(=O)([O-])[O-].[K+].[K+].CN(C=O)C. Product: [F:1][C:2]1[CH:3]=[CH:4][C:5]([O:8][CH2:12][CH2:11][O:10][CH3:9])=[CH:6][N:7]=1. The catalyst class is: 6. (5) Reactant: [H-].[Na+].[CH:3]1[C:8]2[C:9]3[NH:10][C:11]4[C:16]([C:17]=3[CH2:18][CH2:19][S:20][C:7]=2[CH:6]=[CH:5][CH:4]=1)=[CH:15][CH:14]=[CH:13][CH:12]=4.[Cl:21][CH2:22][CH2:23][O:24][C:25]1[CH:32]=[CH:31][C:28]([CH2:29]Br)=[CH:27][CH:26]=1.O. Product: [Cl:21][CH2:22][CH2:23][O:24][C:25]1[CH:32]=[CH:31][C:28]([CH2:29][N:10]2[C:11]3[C:16](=[CH:15][CH:14]=[CH:13][CH:12]=3)[C:17]3[CH2:18][CH2:19][S:20][C:7]4[CH:6]=[CH:5][CH:4]=[CH:3][C:8]=4[C:9]2=3)=[CH:27][CH:26]=1. The catalyst class is: 3. (6) Reactant: N12CCCN=C1CCCCC2.[F:12][C:13]([F:27])([F:26])[C:14]1[CH:19]=[CH:18][N:17]=[C:16]([C:20]2[NH:21][O:22][C:23](=[O:25])[N:24]=2)[CH:15]=1.[CH3:28][C:29]([CH3:35])([CH2:33][CH3:34])[C:30](Cl)=[O:31]. Product: [CH3:28][C:29]([CH3:35])([CH2:33][CH3:34])[C:30]([N:24]1[C:23](=[O:25])[O:22][N:21]=[C:20]1[C:16]1[CH:15]=[C:14]([C:13]([F:12])([F:26])[F:27])[CH:19]=[CH:18][N:17]=1)=[O:31]. The catalyst class is: 17. (7) Reactant: [Cl:1][C:2]1[CH:8]=[CH:7][C:6]([O:9][CH2:10][CH2:11][N:12]2[CH2:17][CH2:16][CH2:15][CH2:14][CH2:13]2)=[CH:5][C:3]=1[NH2:4].CC(C)=O.C([O-])([O-])=O.[K+].[K+].[C:28](Cl)(=[O:37])[CH:29]=[CH:30][C:31]1[CH:36]=[CH:35][CH:34]=[CH:33][CH:32]=1. Product: [Cl:1][C:2]1[CH:8]=[CH:7][C:6]([O:9][CH2:10][CH2:11][N:12]2[CH2:17][CH2:16][CH2:15][CH2:14][CH2:13]2)=[CH:5][C:3]=1[NH:4][C:28](=[O:37])[CH:29]=[CH:30][C:31]1[CH:36]=[CH:35][CH:34]=[CH:33][CH:32]=1. The catalyst class is: 6. (8) Reactant: Cl[C:2]1[CH:3]=[C:4]([NH:10][C@H:11]2[CH2:15][CH2:14][N:13]([C:16]([O:18][C:19]([CH3:22])([CH3:21])[CH3:20])=[O:17])[CH2:12]2)[CH:5]=[CH:6][C:7]=1[C:8]#[N:9].CC([O-])=O.[K+]. Product: [C:8]([C:7]1[CH:2]=[CH:3][C:4]([NH:10][C@H:11]2[CH2:15][CH2:14][N:13]([C:16]([O:18][C:19]([CH3:22])([CH3:21])[CH3:20])=[O:17])[CH2:12]2)=[CH:5][CH:6]=1)#[N:9]. The catalyst class is: 19. (9) Reactant: [CH:1]([N-:4]C(C)C)(C)[CH3:2].[Li+].[CH2:9]=[C:10]1[CH2:15][CH2:14][CH:13]([C:16]([O:18]C)=O)[CH2:12][CH2:11]1.[S:20](=[O:24])(=O)(O)[OH:21].[C:25](=[O:28])(O)[O-].[Na+].[CH3:30][CH2:31][CH2:32][CH2:33][CH2:34][CH3:35].[CH3:36]CCCCCC.[CH2:43]([C:45]1[CH:50]=[CH:49][CH:48]=[CH:47][CH:46]=1)[CH3:44]. Product: [CH2:9]=[C:10]1[CH2:11][CH2:12][CH:13]([C:16](=[O:18])[CH2:36][S:20]([C:32]2[CH:31]=[CH:30][C:35]([O:28][CH2:25][C:43]3[C:45]4[C:50](=[CH:49][CH:48]=[CH:47][CH:46]=4)[N:4]=[C:1]([CH3:2])[CH:44]=3)=[CH:34][CH:33]=2)(=[O:24])=[O:21])[CH2:14][CH2:15]1. The catalyst class is: 7.